Dataset: Forward reaction prediction with 1.9M reactions from USPTO patents (1976-2016). Task: Predict the product of the given reaction. Given the reactants [CH:1]1([C:4]2[NH:8][C:7]3[CH:9]=[C:10]([C:14]4[C:15]([CH3:20])=[N:16][O:17][C:18]=4[CH3:19])[CH:11]=[C:12](I)[C:6]=3[N:5]=2)[CH2:3][CH2:2]1.[Cl:21][C:22]1[CH:27]=[CH:26][C:25]([C:28](B(O)O)=[CH2:29])=[CH:24][CH:23]=1, predict the reaction product. The product is: [Cl:21][C:22]1[CH:27]=[CH:26][C:25]([C:28]([C:12]2[C:6]3[N:5]=[C:4]([CH:1]4[CH2:3][CH2:2]4)[NH:8][C:7]=3[CH:9]=[C:10]([C:14]3[C:15]([CH3:20])=[N:16][O:17][C:18]=3[CH3:19])[CH:11]=2)=[CH2:29])=[CH:24][CH:23]=1.